From a dataset of Forward reaction prediction with 1.9M reactions from USPTO patents (1976-2016). Predict the product of the given reaction. Given the reactants [C:1]([NH:4][C:5]1[CH:13]=[CH:12][C:8]([C:9]([OH:11])=O)=[CH:7][CH:6]=1)(=[O:3])[CH3:2].CN(C=O)C.C(Cl)(=O)C(Cl)=O.[NH2:25][C:26]1[S:30][C:29]([NH:31][C:32]2[CH:37]=[CH:36][C:35]([F:38])=[CH:34][CH:33]=2)=[N:28][C:27]=1[C:39]([NH2:41])=[O:40], predict the reaction product. The product is: [C:1]([NH:4][C:5]1[CH:6]=[CH:7][C:8]([C:9]([NH:25][C:26]2[S:30][C:29]([NH:31][C:32]3[CH:33]=[CH:34][C:35]([F:38])=[CH:36][CH:37]=3)=[N:28][C:27]=2[C:39]([NH2:41])=[O:40])=[O:11])=[CH:12][CH:13]=1)(=[O:3])[CH3:2].